This data is from Catalyst prediction with 721,799 reactions and 888 catalyst types from USPTO. The task is: Predict which catalyst facilitates the given reaction. Reactant: [CH:1]1([NH:8][C:9]2[CH:19]=[CH:18][C:12]([C:13]([O:15][CH2:16][CH3:17])=[O:14])=[CH:11][C:10]=2[N+:20]([O-])=O)[CH2:7][CH2:6][CH2:5][CH2:4][CH2:3][CH2:2]1.[H][H]. Product: [NH2:20][C:10]1[CH:11]=[C:12]([CH:18]=[CH:19][C:9]=1[NH:8][CH:1]1[CH2:7][CH2:6][CH2:5][CH2:4][CH2:3][CH2:2]1)[C:13]([O:15][CH2:16][CH3:17])=[O:14]. The catalyst class is: 723.